This data is from Catalyst prediction with 721,799 reactions and 888 catalyst types from USPTO. The task is: Predict which catalyst facilitates the given reaction. (1) Reactant: C(N(CC)CC)C.Cl.[NH2:9][CH:10]([C:21]1[C:25](=[O:26])[CH2:24][CH2:23][C:22]=1[NH:27][C:28]1[CH:33]=[CH:32][CH:31]=[C:30]([C:34]([F:37])([F:36])[F:35])[CH:29]=1)[C:11]1[CH:18]=[CH:17][C:14]([C:15]#[N:16])=[CH:13][C:12]=1[S:19][CH3:20].[C:38](N1C=CN=C1)(N1C=CN=C1)=[O:39]. Product: [O:39]=[C:38]1[NH:9][CH:10]([C:11]2[CH:18]=[CH:17][C:14]([C:15]#[N:16])=[CH:13][C:12]=2[S:19][CH3:20])[C:21]2[C:25](=[O:26])[CH2:24][CH2:23][C:22]=2[N:27]1[C:28]1[CH:33]=[CH:32][CH:31]=[C:30]([C:34]([F:37])([F:35])[F:36])[CH:29]=1. The catalyst class is: 10. (2) Reactant: [Cl:1][C:2]1[CH:7]=[C:6]([F:8])[CH:5]=[CH:4][C:3]=1[C:9]1[C:10]([C:15]([O:17]CC)=[O:16])=[CH:11][CH:12]=[CH:13][CH:14]=1.[OH-].[Na+]. Product: [Cl:1][C:2]1[CH:7]=[C:6]([F:8])[CH:5]=[CH:4][C:3]=1[C:9]1[C:10]([C:15]([OH:17])=[O:16])=[CH:11][CH:12]=[CH:13][CH:14]=1. The catalyst class is: 8. (3) Reactant: [F:1][C:2]1[CH:18]=[CH:17][C:16]([F:19])=[CH:15][C:3]=1[C:4]([NH:6][C:7]1[CH:12]=[CH:11][N:10]=[C:9]([O:13]C)[CH:8]=1)=[O:5].Br.O. Product: [F:1][C:2]1[CH:18]=[CH:17][C:16]([F:19])=[CH:15][C:3]=1[C:4]([NH:6][C:7]1[CH:12]=[CH:11][NH:10][C:9](=[O:13])[CH:8]=1)=[O:5]. The catalyst class is: 15. (4) Reactant: Cl[C:2]1[C:3]2[CH2:19][CH2:18][C:17](=[O:20])[NH:16][C:4]=2[N:5]=[C:6](/[CH:8]=[CH:9]/[C:10]2[CH:15]=[CH:14][CH:13]=[CH:12][CH:11]=2)[N:7]=1.[CH3:21]B(O)O.C([O-])([O-])=O.[K+].[K+]. Product: [CH3:21][C:2]1[C:3]2[CH2:19][CH2:18][C:17](=[O:20])[NH:16][C:4]=2[N:5]=[C:6](/[CH:8]=[CH:9]/[C:10]2[CH:15]=[CH:14][CH:13]=[CH:12][CH:11]=2)[N:7]=1. The catalyst class is: 233. (5) Reactant: [Br:1][C:2]1[CH:11]=[C:10]2[C:5]([C:6](Cl)=[N:7][CH:8]=[N:9]2)=[CH:4][C:3]=1[N+:13]([O-:15])=[O:14].[Cl:16][C:17]1[CH:18]=[C:19]([CH:21]=[CH:22][C:23]=1[F:24])[NH2:20]. Product: [Br:1][C:2]1[CH:11]=[C:10]2[C:5]([C:6]([NH:20][C:19]3[CH:21]=[CH:22][C:23]([F:24])=[C:17]([Cl:16])[CH:18]=3)=[N:7][CH:8]=[N:9]2)=[CH:4][C:3]=1[N+:13]([O-:15])=[O:14]. The catalyst class is: 32. (6) Reactant: [OH:1][C@H:2]1[CH2:21][C@@:20]2([CH3:22])[C@@H:13]([CH2:14][CH2:15][C:16]2=[C:17]([CH3:19])[CH3:18])[C@H:12]2[C@H:3]1[C@:4]1([CH3:24])[C:9]([CH:10]=[CH:11]2)=[CH:8][C:7](=[O:23])[CH2:6][CH2:5]1.S1C=CC=C1[CH2:30][C:31]([OH:33])=O.FC(F)(F)[S:36](O[Si](C)(C)C)(=O)=O.C(=O)(O)[O-].[Na+]. Product: [C:31]([S:36][C@@H:11]1[CH2:10][C:9]2[C@:4]([CH3:24])([CH2:5][CH2:6][C:7](=[O:23])[CH:8]=2)[C@@H:3]2[C@@H:12]1[C@H:13]1[C@:20]([CH3:22])([CH2:21][C@@H:2]2[OH:1])[C:16](=[C:17]([CH3:19])[CH3:18])[CH2:15][CH2:14]1)(=[O:33])[CH3:30]. The catalyst class is: 7. (7) Reactant: [Br:1][C:2]1[CH:3]=[CH:4][C:5]2[O:16][C:8]3([CH2:13][CH2:12][CH:11]([O:14][CH3:15])[CH2:10][CH2:9]3)[C:7](=[N:17]S(C(C)(C)C)=O)[C:6]=2[CH:24]=1.CCOCC. Product: [Br:1][C:2]1[CH:3]=[CH:4][C:5]2[O:16][C:8]3([CH2:9][CH2:10][CH:11]([O:14][CH3:15])[CH2:12][CH2:13]3)[C:7](=[NH:17])[C:6]=2[CH:24]=1. The catalyst class is: 12. (8) Reactant: [Si]([O:8][CH2:9][CH2:10][NH:11][S:12]([C:15]([C:17]1[CH:22]=[CH:21][CH:20]=[CH:19][CH:18]=1)=[CH2:16])(=[O:14])=[O:13])(C(C)(C)C)(C)C.[F-].C([N+](CCCC)(CCCC)CCCC)CCC.[NH4+].[Cl-]. Product: [C:17]1([CH:15]2[S:12](=[O:14])(=[O:13])[NH:11][CH2:10][CH2:9][O:8][CH2:16]2)[CH:22]=[CH:21][CH:20]=[CH:19][CH:18]=1. The catalyst class is: 7.